Dataset: Forward reaction prediction with 1.9M reactions from USPTO patents (1976-2016). Task: Predict the product of the given reaction. (1) Given the reactants I[C:2]1[CH:3]=[CH:4][C:5]2[N:6]([N:8]=[C:9]([C:11]([CH3:15])([CH3:14])[CH2:12][OH:13])[N:10]=2)[CH:7]=1.[C:16]1([C:22]#[CH:23])[CH:21]=[CH:20][CH:19]=[CH:18][CH:17]=1, predict the reaction product. The product is: [CH3:14][C:11]([C:9]1[N:10]=[C:5]2[CH:4]=[CH:3][C:2]([C:23]#[C:22][C:16]3[CH:21]=[CH:20][CH:19]=[CH:18][CH:17]=3)=[CH:7][N:6]2[N:8]=1)([CH3:15])[CH2:12][OH:13]. (2) Given the reactants C(N(CC)CC)C.[C:16](O[C:16]([O:18][C:19]([CH3:22])([CH3:21])[CH3:20])=[O:17])([O:18][C:19]([CH3:22])([CH3:21])[CH3:20])=[O:17].[NH2:23][CH:24]1[CH2:30][CH2:29][C:28]2[CH:31]=[C:32]([F:35])[CH:33]=[CH:34][C:27]=2[NH:26][C:25]1=[O:36], predict the reaction product. The product is: [C:19]([O:18][C:16](=[O:17])[NH:23][CH:24]1[CH2:30][CH2:29][C:28]2[CH:31]=[C:32]([F:35])[CH:33]=[CH:34][C:27]=2[NH:26][C:25]1=[O:36])([CH3:20])([CH3:21])[CH3:22]. (3) Given the reactants F[C:2]1[C:7]([C:8]([OH:10])=O)=[CH:6][CH:5]=[C:4]([F:11])[N:3]=1.Cl.[Cl:13][C:14]1[CH:19]=[CH:18][CH:17]=[C:16]([F:20])[C:15]=1[CH2:21][CH2:22][O:23][CH2:24][C:25]([NH2:27])=[NH:26], predict the reaction product. The product is: [Cl:13][C:14]1[CH:19]=[CH:18][CH:17]=[C:16]([F:20])[C:15]=1[CH2:21][CH2:22][O:23][CH2:24][C:25]1[NH:27][C:8](=[O:10])[C:7]2[CH:6]=[CH:5][C:4]([F:11])=[N:3][C:2]=2[N:26]=1. (4) Given the reactants [N+:1]([C:4]1[CH:12]=[C:7]2[CH2:8][NH:9][CH2:10][CH2:11][N:6]2[N:5]=1)([O-:3])=[O:2].C(N(CC)CC)C.[C:20](Cl)(=[O:22])[CH3:21].C(Cl)Cl, predict the reaction product. The product is: [N+:1]([C:4]1[CH:12]=[C:7]2[CH2:8][N:9]([C:20](=[O:22])[CH3:21])[CH2:10][CH2:11][N:6]2[N:5]=1)([O-:3])=[O:2].